This data is from Reaction yield outcomes from USPTO patents with 853,638 reactions. The task is: Predict the reaction yield, written as a fraction of the theoretical maximum amount of product (1.0 means a 100% yield; for example, 0.34 means a 34% yield). (1) The reactants are [CH3:1][N:2]([CH3:27])[C:3]([C:5]1[N:6]=[C:7]([C:15]2[CH:16]=[N:17][C:18]([NH:21][C:22]([NH:24][CH2:25][CH3:26])=[O:23])=[CH:19][CH:20]=2)[S:8][C:9]=1[C:10]([O:12]CC)=[O:11])=[O:4].[OH-].[Li+]. The catalyst is CO. The product is [CH3:1][N:2]([CH3:27])[C:3]([C:5]1[N:6]=[C:7]([C:15]2[CH:16]=[N:17][C:18]([NH:21][C:22]([NH:24][CH2:25][CH3:26])=[O:23])=[CH:19][CH:20]=2)[S:8][C:9]=1[C:10]([OH:12])=[O:11])=[O:4]. The yield is 0.355. (2) The reactants are CC([O-])(C)C.[K+].CC1C=CC(S([CH2:17][N+:18]#[C-])(=O)=O)=CC=1.[Cl:20][C:21]1[CH:22]=[C:23]([CH:26]=[CH:27][C:28]=1[O:29][CH3:30])[CH:24]=O.CO. The catalyst is C1COCC1.O. The product is [Cl:20][C:21]1[CH:22]=[C:23]([CH2:24][C:17]#[N:18])[CH:26]=[CH:27][C:28]=1[O:29][CH3:30]. The yield is 0.830. (3) The reactants are B(Cl)(Cl)Cl.C([O:12][N:13]1[C:19](=[O:20])[N:18]2[CH2:21][C@H:14]1[CH2:15][CH2:16][C@H:17]2[C:22]1[O:26][N:25]=[C:24]([CH3:27])[N:23]=1)C1C=CC=CC=1. The catalyst is C(Cl)Cl. The yield is 0.320. The product is [OH:12][N:13]1[C:19](=[O:20])[N:18]2[CH2:21][C@H:14]1[CH2:15][CH2:16][C@H:17]2[C:22]1[O:26][N:25]=[C:24]([CH3:27])[N:23]=1. (4) The product is [N+:29]([C:24]1[CH:25]=[N:26][CH:27]=[CH:28][C:23]=1[C:9]1[O:8][C@H:7]([CH:32]=[CH2:33])[C@@H:6]([OH:5])[C@H:11]([OH:12])[CH:10]=1)([O-:31])=[O:30]. The yield is 0.583. The reactants are C([Si](C(C)C)(C(C)C)[O:5][C@H:6]1[C@H:11]([O:12][Si](C(C)C)(C(C)C)C(C)C)[CH:10]=[C:9]([C:23]2[CH:28]=[CH:27][N:26]=[CH:25][C:24]=2[N+:29]([O-:31])=[O:30])[O:8][C@@H:7]1[CH:32]=[CH2:33])(C)C.CCCC[N+](CCCC)(CCCC)CCCC.[F-]. The catalyst is C1COCC1.C(OCC)(=O)C. (5) The catalyst is C(O)C. The product is [CH3:21][P:19]([C:16]1[CH:17]=[CH:18][C:13]([NH:12][C:4]2[N:3]=[C:2]([NH:31][N:32]3[CH2:39][CH:38]4[CH2:37][CH2:36][CH2:35][CH:34]4[CH2:33]3)[C:7]([C:8]([F:11])([F:10])[F:9])=[CH:6][N:5]=2)=[CH:14][CH:15]=1)([CH3:22])=[O:20]. The reactants are Cl[C:2]1[C:7]([C:8]([F:11])([F:10])[F:9])=[CH:6][N:5]=[C:4]([NH:12][C:13]2[CH:18]=[CH:17][C:16]([P:19]([CH3:22])([CH3:21])=[O:20])=[CH:15][CH:14]=2)[N:3]=1.C(N(CC)CC)C.Cl.[NH2:31][N:32]1[CH2:39][CH:38]2[CH:34]([CH2:35][CH2:36][CH2:37]2)[CH2:33]1. The yield is 0.670.